The task is: Predict the reactants needed to synthesize the given product.. This data is from Full USPTO retrosynthesis dataset with 1.9M reactions from patents (1976-2016). (1) Given the product [O:1]1[C:5]2[CH:6]=[CH:7][C:8]([C:10]3[C:11]4[CH2:25][O:24][C:23](=[O:26])[C:12]=4[CH:13]=[C:14]4[C:22]=3[C:18]3[O:19][CH2:20][O:21][C:17]=3[CH:16]=[C:15]4[Cl:27])=[CH:9][C:4]=2[O:3][CH2:2]1, predict the reactants needed to synthesize it. The reactants are: [O:1]1[C:5]2[CH:6]=[CH:7][C:8]([C:10]3[C:11]4[CH2:25][O:24][C:23](=[O:26])[C:12]=4[CH:13]=[C:14]4[C:22]=3[C:18]3[O:19][CH2:20][O:21][C:17]=3[CH:16]=[CH:15]4)=[CH:9][C:4]=2[O:3][CH2:2]1.[Cl:27]N1C(=O)CCC1=O.OS(O)(=O)=O. (2) Given the product [CH3:18][C:16]1[NH:15][N:14]=[C:13]([NH:12][C:4]2[N:3]=[C:2]([C:21]3[CH:20]=[N:19][CH:24]=[CH:23][CH:22]=3)[C:11]3[C:6]([CH:5]=2)=[CH:7][CH:8]=[CH:9][CH:10]=3)[CH:17]=1, predict the reactants needed to synthesize it. The reactants are: Cl[C:2]1[C:11]2[C:6](=[CH:7][CH:8]=[CH:9][CH:10]=2)[CH:5]=[C:4]([NH:12][C:13]2[CH:17]=[C:16]([CH3:18])[NH:15][N:14]=2)[N:3]=1.[N:19]1[CH:24]=[CH:23][CH:22]=[C:21](B(O)O)[CH:20]=1. (3) The reactants are: Cl[C:2]1[N:3]=[CH:4][C:5]([C:8]([O:10][CH3:11])=[O:9])=[N:6][CH:7]=1.[S:12]1[CH:16]=[C:15]([CH2:17][OH:18])[N:14]=[CH:13]1.C(=O)([O-])[O-].[Cs+].[Cs+].CN(C=O)C. Given the product [S:12]1[CH:16]=[C:15]([CH2:17][O:18][C:2]2[N:3]=[CH:4][C:5]([C:8]([O:10][CH3:11])=[O:9])=[N:6][CH:7]=2)[N:14]=[CH:13]1, predict the reactants needed to synthesize it. (4) Given the product [CH3:13][O:14][CH2:15][CH2:16][O:17][C:2]1[N:3]=[C:4]([OH:12])[C:5]2[CH:11]=[CH:10][N:9]=[CH:8][C:6]=2[N:7]=1, predict the reactants needed to synthesize it. The reactants are: Cl[C:2]1[N:3]=[C:4]([OH:12])[C:5]2[CH:11]=[CH:10][N:9]=[CH:8][C:6]=2[N:7]=1.[CH3:13][O:14][CH2:15][CH2:16][OH:17]. (5) Given the product [CH3:15][O:14][CH2:13][CH:12]([CH3:16])[O:11][C:4]1[C:5]([N+:8]([O-:10])=[O:9])=[N:6][CH:7]=[C:2]([O:23][C:17]2[CH:22]=[CH:21][CH:20]=[CH:19][CH:18]=2)[CH:3]=1, predict the reactants needed to synthesize it. The reactants are: Cl[C:2]1[CH:3]=[C:4]([O:11][CH:12]([CH3:16])[CH2:13][O:14][CH3:15])[C:5]([N+:8]([O-:10])=[O:9])=[N:6][CH:7]=1.[C:17]1([OH:23])[CH:22]=[CH:21][CH:20]=[CH:19][CH:18]=1.C([O-])([O-])=O.[K+].[K+].O. (6) Given the product [F:1][C:2]1[CH:3]=[CH:4][C:5]([O:19][CH3:20])=[C:6]([C:8]([CH3:18])([CH3:17])[CH2:9][C:10]([OH:11])([C:13]([F:16])([F:15])[F:14])[CH2:12][N:25]2[C:26]3[C:31](=[CH:30][CH:29]=[CH:28][CH:27]=3)[C:22](=[O:21])[C:23]([CH2:32][OH:33])=[CH:24]2)[CH:7]=1, predict the reactants needed to synthesize it. The reactants are: [F:1][C:2]1[CH:3]=[CH:4][C:5]([O:19][CH3:20])=[C:6]([C:8]([CH3:18])([CH3:17])[CH2:9][C:10]2([C:13]([F:16])([F:15])[F:14])[CH2:12][O:11]2)[CH:7]=1.[OH:21][C:22]1[C:31]2[C:26](=[CH:27][CH:28]=[CH:29][CH:30]=2)[N:25]=[CH:24][C:23]=1[CH2:32][OH:33].[O-]CC.[Na+].C(=O)(O)[O-].[Na+]. (7) Given the product [F:15][C:16]1[C:21]([C:22]2[CH:27]=[CH:26][CH:25]=[CH:24][N:23]=2)=[CH:20][CH:19]=[CH:18][C:17]=1[C:2]1[N:6]2[CH:7]=[CH:8][C:9]([C:11]([OH:14])([CH3:13])[CH3:12])=[N:10][C:5]2=[N:4][CH:3]=1, predict the reactants needed to synthesize it. The reactants are: Br[C:2]1[N:6]2[CH:7]=[CH:8][C:9]([C:11]([OH:14])([CH3:13])[CH3:12])=[N:10][C:5]2=[N:4][CH:3]=1.[F:15][C:16]1[C:21]([C:22]2[CH:27]=[CH:26][CH:25]=[CH:24][N:23]=2)=[CH:20][CH:19]=[CH:18][C:17]=1B(O)O.